Dataset: Reaction yield outcomes from USPTO patents with 853,638 reactions. Task: Predict the reaction yield, written as a fraction of the theoretical maximum amount of product (1.0 means a 100% yield; for example, 0.34 means a 34% yield). (1) The yield is 0.790. The product is [Br:21][C:12]1[CH:13]=[N:14][C:15]2[C:20]([C:11]=1[NH:10][C:8]([NH:7][C:2]1[CH:3]=[N:4][CH:5]=[CH:6][N:1]=1)=[O:9])=[CH:19][CH:18]=[CH:17][CH:16]=2. The catalyst is C(#N)C. The reactants are [N:1]1[CH:6]=[CH:5][N:4]=[CH:3][C:2]=1[NH:7][C:8]([NH:10][C:11]1[C:20]2[C:15](=[CH:16][CH:17]=[CH:18][CH:19]=2)[N:14]=[CH:13][CH:12]=1)=[O:9].[Br:21]NC(=O)CCC(N)=O. (2) The reactants are [Cl:1][C:2]1[CH:8]=[C:7]([O:9][C:10]2[C:19]3[C:14](=[CH:15][C:16]([O:22][CH3:23])=[C:17]([O:20][CH3:21])[CH:18]=3)[N:13]=[CH:12][N:11]=2)[CH:6]=[CH:5][C:3]=1[NH2:4].C1(C)C=CC=CC=1.C(N(CC)CC)C.Cl[C:39](Cl)([O:41]C(=O)OC(Cl)(Cl)Cl)Cl.[F:50][C:51]1[CH:59]=[C:58]([F:60])[C:57]([F:61])=[CH:56][C:52]=1[CH:53]([OH:55])[CH3:54]. The catalyst is C(Cl)Cl. The product is [Cl:1][C:2]1[CH:8]=[C:7]([O:9][C:10]2[C:19]3[C:14](=[CH:15][C:16]([O:22][CH3:23])=[C:17]([O:20][CH3:21])[CH:18]=3)[N:13]=[CH:12][N:11]=2)[CH:6]=[CH:5][C:3]=1[NH:4][C:39](=[O:41])[O:55][CH:53]([C:52]1[CH:56]=[C:57]([F:61])[C:58]([F:60])=[CH:59][C:51]=1[F:50])[CH3:54]. The yield is 0.350. (3) The yield is 0.940. The reactants are [Si]([O:8][CH:9]1[CH2:13][CH:12]([C:14]([O:16][CH2:17][CH3:18])=[O:15])[CH:11]([CH2:19][CH3:20])[CH2:10]1)(C(C)(C)C)(C)C.C([SiH](CC)CC)C.[O:28]1[CH2:33][CH2:32][C:31](=O)[CH2:30][CH2:29]1. The catalyst is CC#N.[Bi](Br)(Br)Br. The product is [CH2:19]([CH:11]1[CH2:10][CH:9]([O:8][CH:31]2[CH2:32][CH2:33][O:28][CH2:29][CH2:30]2)[CH2:13][CH:12]1[C:14]([O:16][CH2:17][CH3:18])=[O:15])[CH3:20]. (4) The reactants are [CH3:1][C:2](=[O:7])[CH2:3][C:4](=[O:6])[CH3:5].[CH2:8](Br)[CH2:9][CH2:10][CH3:11].C(=O)([O-])[O-].[K+].[K+]. The catalyst is CC(C)=O. The product is [CH2:8]([CH:3]([C:2](=[O:7])[CH3:1])[C:4](=[O:6])[CH3:5])[CH2:9][CH2:10][CH3:11]. The yield is 0.550. (5) The reactants are [CH3:1][O:2][C:3]([CH:5]1[N:9]2[C:10](=[O:30])[C:11]([CH:28]=[O:29])=[C:12]([CH2:17][C:18]3[C:27]4[C:22](=[CH:23][CH:24]=[CH:25][CH:26]=4)[CH:21]=[CH:20][CH:19]=3)[C:13]([CH:14]3[CH2:16][CH2:15]3)=[C:8]2[S:7][CH2:6]1)=[O:4].CSC.C1COCC1. The catalyst is O1CCCC1. The product is [CH3:1][O:2][C:3]([C@H:5]1[N:9]2[C:10](=[O:30])[C:11]([CH2:28][OH:29])=[C:12]([CH2:17][C:18]3[C:27]4[C:22](=[CH:23][CH:24]=[CH:25][CH:26]=4)[CH:21]=[CH:20][CH:19]=3)[C:13]([CH:14]3[CH2:16][CH2:15]3)=[C:8]2[S:7][CH2:6]1)=[O:4]. The yield is 0.800. (6) The reactants are [Cl:1][C:2]([F:13])([F:12])[C:3]1[CH:8]=[CH:7][C:6]([CH:9](Cl)[CH3:10])=[CH:5][N:4]=1.[CH3:14][S-:15].[Na+]. The catalyst is C(O)C. The product is [Cl:1][C:2]([F:13])([F:12])[C:3]1[CH:8]=[CH:7][C:6]([CH:9]([S:15][CH3:14])[CH3:10])=[CH:5][N:4]=1. The yield is 0.400. (7) The reactants are [CH3:1][O:2][C:3](=[O:18])[CH:4]([C:11]1[CH:16]=[CH:15][C:14](Br)=[CH:13][CH:12]=1)[CH2:5][CH:6]1[CH2:10][CH2:9][CH2:8][CH2:7]1.[Cu][C:20]#[N:21].[OH-].[NH4+]. The catalyst is CN(C)C=O.O. The product is [CH3:1][O:2][C:3](=[O:18])[CH:4]([C:11]1[CH:16]=[CH:15][C:14]([C:20]#[N:21])=[CH:13][CH:12]=1)[CH2:5][CH:6]1[CH2:10][CH2:9][CH2:8][CH2:7]1. The yield is 0.158.